Dataset: Forward reaction prediction with 1.9M reactions from USPTO patents (1976-2016). Task: Predict the product of the given reaction. (1) Given the reactants [Cl:1][C:2]1[CH:7]=[C:6]([N+:8]([O-:10])=[O:9])[C:5]([CH3:11])=[CH:4][C:3]=1[O:12][CH2:13][CH2:14][O:15][CH3:16].C([O:21]C(N(C)C)N(C)C)(C)(C)C, predict the reaction product. The product is: [Cl:1][C:2]1[C:3]([O:12][CH2:13][CH2:14][O:15][CH3:16])=[CH:4][C:5]([CH:11]=[O:21])=[C:6]([N+:8]([O-:10])=[O:9])[CH:7]=1. (2) Given the reactants [C:1]([O:5][C:6](=[O:11])[NH:7][CH2:8][CH2:9][NH2:10])([CH3:4])([CH3:3])[CH3:2].[F:12][C:13]1[CH:20]=[CH:19][C:16]([CH:17]=O)=[CH:15][CH:14]=1.C(N(CC)CC)C.S([O-])([O-])(=O)=O.[Mg+2].[BH4-].[Na+], predict the reaction product. The product is: [C:1]([O:5][C:6](=[O:11])[NH:7][CH2:8][CH2:9][NH:10][CH2:17][C:16]1[CH:19]=[CH:20][C:13]([F:12])=[CH:14][CH:15]=1)([CH3:4])([CH3:2])[CH3:3]. (3) Given the reactants [CH2:1]([O:8][C:9]1[CH:10]=[C:11]2[C:16](=[CH:17][CH:18]=1)[N:15]=[C:14]([CH3:19])[CH:13]=[C:12]2O)[C:2]1[CH:7]=[CH:6][CH:5]=[CH:4][CH:3]=1.C(=O)([O-])[O-].[Na+].[Na+].P(Cl)(Cl)([Cl:29])=O, predict the reaction product. The product is: [CH2:1]([O:8][C:9]1[CH:10]=[C:11]2[C:16](=[CH:17][CH:18]=1)[N:15]=[C:14]([CH3:19])[CH:13]=[C:12]2[Cl:29])[C:2]1[CH:7]=[CH:6][CH:5]=[CH:4][CH:3]=1. (4) Given the reactants [NH:1]1[CH2:11][CH2:10][CH:4]([C:5]([O:7][CH2:8][CH3:9])=[O:6])[CH2:3][CH2:2]1.[O:12](C(OC(C)(C)C)=O)[C:13]([O:15][C:16]([CH3:19])([CH3:18])[CH3:17])=O, predict the reaction product. The product is: [N:1]1([C:13]([O:15][C:16]([CH3:19])([CH3:18])[CH3:17])=[O:12])[CH2:2][CH2:3][CH:4]([C:5]([O:7][CH2:8][CH3:9])=[O:6])[CH2:10][CH2:11]1. (5) The product is: [C:6]1([C:24]2[CH:25]=[CH:26][CH:27]=[CH:28][CH:29]=2)[CH:7]=[CH:8][C:3]([N:36]([C:37]2[CH:38]=[CH:39][CH:40]=[CH:41][CH:42]=2)[C:33]2[CH:32]=[CH:31][C:30]([C:2]3[C:10]4[CH:11]=[C:12]5[C:20]([C:21]([CH3:23])([CH3:22])[C:9]=4[C:8]4[C:3]=3[CH:4]=[CH:5][CH:6]([C:24]3[CH:29]=[CH:28][CH:27]=[CH:26][CH:25]=3)[CH:7]=4)=[C:19]3[C:14]([CH:15]=[CH:16][CH:17]=[CH:18]3)=[N:13]5)=[CH:35][CH:34]=2)=[CH:4][CH:5]=1. Given the reactants Br[C:2]1[C:10]2[CH:11]=[C:12]3[C:20]([C:21]([CH3:23])([CH3:22])[C:9]=2[C:8]2[C:3]=1[CH:4]=[CH:5][CH:6]([C:24]1[CH:29]=[CH:28][CH:27]=[CH:26][CH:25]=1)[CH:7]=2)=[C:19]1[C:14]([CH:15]=[CH:16][CH:17]=[CH:18]1)=[N:13]3.[C:30]1(C2C=CC=CC=2)[CH:35]=[CH:34][C:33]([N:36](C2C=CC(B3OC(C)(C)C(C)(C)O3)=CC=2)[C:37]2[CH:42]=[CH:41][CH:40]=[CH:39][CH:38]=2)=[CH:32][CH:31]=1.C(=O)([O-])[O-].[K+].[K+], predict the reaction product. (6) Given the reactants [C:1]([O:5][C:6]([N:8]1[CH2:13][CH2:12][NH:11][C:10]([CH3:15])([CH3:14])[CH2:9]1)=[O:7])([CH3:4])([CH3:3])[CH3:2].[N:16]1[CH:21]=[CH:20][C:19]([C:22]2[CH:30]=[CH:29][C:25]([C:26]([O-])=[O:27])=[CH:24][CH:23]=2)=[CH:18][CH:17]=1.[Cl-].[Na+], predict the reaction product. The product is: [C:1]([O:5][C:6]([N:8]1[CH2:13][CH2:12][N:11]([C:26](=[O:27])[C:25]2[CH:24]=[CH:23][C:22]([C:19]3[CH:18]=[CH:17][N:16]=[CH:21][CH:20]=3)=[CH:30][CH:29]=2)[C:10]([CH3:15])([CH3:14])[CH2:9]1)=[O:7])([CH3:4])([CH3:2])[CH3:3]. (7) Given the reactants [N+:1]([C:4]1[CH:9]=[C:8]([C:10]([F:13])([F:12])[F:11])[CH:7]=[CH:6][C:5]=1[C:14]1[CH:19]=[CH:18][CH:17]=[CH:16][CH:15]=1)([O-])=O.C1COCC1.CCO, predict the reaction product. The product is: [F:11][C:10]([F:12])([F:13])[C:8]1[CH:7]=[CH:6][C:5]([C:14]2[CH:19]=[CH:18][CH:17]=[CH:16][CH:15]=2)=[C:4]([NH2:1])[CH:9]=1. (8) Given the reactants [CH3:1][O:2][P:3]([CH2:7][C:8]1[CH:13]=[CH:12][C:11]([C:14](=[O:28])[NH:15][C:16]2[CH:21]=[C:20]([C:22]3[S:23][CH:24]=[CH:25][CH:26]=3)[CH:19]=[CH:18][C:17]=2[NH2:27])=[CH:10][CH:9]=1)(=[O:6])[O:4]C.[OH-].[Na+].C(O)(C(F)(F)F)=O, predict the reaction product. The product is: [CH3:1][O:2][P:3]([CH2:7][C:8]1[CH:9]=[CH:10][C:11]([C:14](=[O:28])[NH:15][C:16]2[CH:21]=[C:20]([C:22]3[S:23][CH:24]=[CH:25][CH:26]=3)[CH:19]=[CH:18][C:17]=2[NH2:27])=[CH:12][CH:13]=1)(=[O:4])[OH:6]. (9) Given the reactants [CH:1](=O)[CH3:2].C(O[BH-](OC(=O)C)OC(=O)C)(=O)C.[Na+].[NH2:18][C:19]1[CH:28]=[C:27]([C:29]#[N:30])[CH:26]=[CH:25][C:20]=1[C:21]([O:23][CH3:24])=[O:22].C(=O)([O-])O.[Na+], predict the reaction product. The product is: [C:29]([C:27]1[CH:26]=[CH:25][C:20]([C:21]([O:23][CH3:24])=[O:22])=[C:19]([NH:18][CH2:1][CH3:2])[CH:28]=1)#[N:30].